This data is from Peptide-MHC class II binding affinity with 134,281 pairs from IEDB. The task is: Regression. Given a peptide amino acid sequence and an MHC pseudo amino acid sequence, predict their binding affinity value. This is MHC class II binding data. The peptide sequence is RAMFVEDIAMGYVVS. The MHC is H-2-IAb with pseudo-sequence H-2-IAb. The binding affinity (normalized) is 0.171.